This data is from Forward reaction prediction with 1.9M reactions from USPTO patents (1976-2016). The task is: Predict the product of the given reaction. (1) Given the reactants [CH:1]1([NH:4][C:5]2[N:13]=[C:12]([C:14]([F:17])([F:16])[F:15])[N:11]=[C:10]3[C:6]=2[NH:7][CH:8]=[N:9]3)[CH2:3][CH2:2]1.[CH:35]1[CH:36]=[CH:31]C(P([C:31]2[CH:36]=[CH:35][CH:34]=[CH:33]C=2)[C:35]2[CH:36]=[CH:31]C=[CH:33][CH:34]=2)=[CH:33][CH:34]=1.C1(O)CCCC1.CC(OC(/N=N/C(OC(C)C)=O)=O)C, predict the reaction product. The product is: [CH:1]1([NH:4][C:5]2[N:13]=[C:12]([C:14]([F:16])([F:15])[F:17])[N:11]=[C:10]3[C:6]=2[N:7]=[CH:8][N:9]3[CH:33]2[CH2:34][CH2:35][CH2:36][CH2:31]2)[CH2:2][CH2:3]1. (2) Given the reactants [Cl:1][C:2]1[CH:7]=[CH:6][C:5]([C:8]2[NH:12][C:11](=[O:13])[N:10]([CH2:14][C:15]([O:17][CH3:18])=[O:16])[N:9]=2)=[CH:4][CH:3]=1.[Li+].C[Si]([N-][Si](C)(C)C)(C)C.Br[CH2:30][CH2:31][CH2:32][C:33]([O:35][C:36]([CH3:39])([CH3:38])[CH3:37])=[O:34].Cl, predict the reaction product. The product is: [C:36]([O:35][C:33](=[O:34])[CH2:32][CH2:31][CH2:30][N:12]1[C:11](=[O:13])[N:10]([CH2:14][C:15]([O:17][CH3:18])=[O:16])[N:9]=[C:8]1[C:5]1[CH:6]=[CH:7][C:2]([Cl:1])=[CH:3][CH:4]=1)([CH3:39])([CH3:38])[CH3:37]. (3) The product is: [C:20]([C:24]1[CH:29]=[CH:28][C:27]([C:30]2[CH:31]=[CH:32][C:33]([O:36][CH2:15][CH2:14][O:13][C:10]3[CH:9]=[CH:8][C:7]([CH2:6][C@H:5]([O:17][CH3:18])[C:4]([OH:3])=[O:19])=[CH:12][CH:11]=3)=[CH:34][CH:35]=2)=[CH:26][CH:25]=1)([CH3:23])([CH3:21])[CH3:22]. Given the reactants C([O:3][C:4](=[O:19])[C@@H:5]([O:17][CH3:18])[CH2:6][C:7]1[CH:12]=[CH:11][C:10]([O:13][CH2:14][CH2:15]Br)=[CH:9][CH:8]=1)C.[C:20]([C:24]1[CH:29]=[CH:28][C:27]([C:30]2[CH:35]=[CH:34][C:33]([OH:36])=[CH:32][CH:31]=2)=[CH:26][CH:25]=1)([CH3:23])([CH3:22])[CH3:21].CO[C@@H](CC1C=CC(OCCCOC2C=CC=CC=2)=CC=1)C(O)=O, predict the reaction product. (4) Given the reactants [NH2:1][C:2]1[C:7]([S:8][C:9]2[CH:18]=[CH:17][C:12]([C:13]([O:15][CH3:16])=[O:14])=[CH:11][CH:10]=2)=[CH:6][CH:5]=[CH:4][N:3]=1.[Br:19]Br.S(=O)(O)[O-].[Na+].C(OCC)(=O)C, predict the reaction product. The product is: [NH2:1][C:2]1[C:7]([S:8][C:9]2[CH:18]=[CH:17][C:12]([C:13]([O:15][CH3:16])=[O:14])=[CH:11][CH:10]=2)=[CH:6][C:5]([Br:19])=[CH:4][N:3]=1. (5) Given the reactants [OH-].[Na+].[NH2:3][C@H:4]([C:9]([OH:11])=[O:10])[CH2:5][CH:6]([CH3:8])[CH3:7].C(=O)([O-])[O-].[Na+].[Na+].Cl[C:19]([O:21][CH3:22])=[O:20], predict the reaction product. The product is: [CH3:22][O:21][C:19]([NH:3][C@@H:4]([CH2:5][CH:6]([CH3:8])[CH3:7])[C:9]([OH:11])=[O:10])=[O:20].